This data is from Full USPTO retrosynthesis dataset with 1.9M reactions from patents (1976-2016). The task is: Predict the reactants needed to synthesize the given product. Given the product [C:6]1(=[O:11])[C:7]2[C:3](=[CH:2][CH:10]=[CH:9][CH:8]=2)[CH2:4][NH:5]1, predict the reactants needed to synthesize it. The reactants are: N[C:2]1[CH:10]=[CH:9][CH:8]=[C:7]2[C:3]=1[CH2:4][NH:5][C:6]2=[O:11].